From a dataset of Peptide-MHC class I binding affinity with 185,985 pairs from IEDB/IMGT. Regression. Given a peptide amino acid sequence and an MHC pseudo amino acid sequence, predict their binding affinity value. This is MHC class I binding data. (1) The peptide sequence is RLMRTNFLI. The MHC is HLA-A11:01 with pseudo-sequence HLA-A11:01. The binding affinity (normalized) is 0.235. (2) The peptide sequence is TPFAEYTNSV. The MHC is HLA-B51:01 with pseudo-sequence HLA-B51:01. The binding affinity (normalized) is 0.381. (3) The peptide sequence is YAEGDVVVF. The MHC is HLA-A31:01 with pseudo-sequence HLA-A31:01. The binding affinity (normalized) is 0.0847. (4) The peptide sequence is FAIVPPLQI. The MHC is HLA-A25:01 with pseudo-sequence HLA-A25:01. The binding affinity (normalized) is 0.0847. (5) The peptide sequence is HTLWKAGILYK. The MHC is HLA-A33:01 with pseudo-sequence HLA-A33:01. The binding affinity (normalized) is 0.446. (6) The peptide sequence is SFYSDPKRFF. The MHC is HLA-A24:02 with pseudo-sequence HLA-A24:02. The binding affinity (normalized) is 0.389. (7) The peptide sequence is LGKGFASL. The MHC is H-2-Db with pseudo-sequence H-2-Db. The binding affinity (normalized) is 0. (8) The peptide sequence is TPQDNQLTYV. The MHC is HLA-B51:01 with pseudo-sequence HLA-B51:01. The binding affinity (normalized) is 0.103. (9) The peptide sequence is MTQNISNDK. The MHC is HLA-B15:17 with pseudo-sequence HLA-B15:17. The binding affinity (normalized) is 0.0847. (10) The MHC is HLA-B15:01 with pseudo-sequence HLA-B15:01. The binding affinity (normalized) is 0.0847. The peptide sequence is APRRRDEEL.